Task: Predict the product of the given reaction.. Dataset: Forward reaction prediction with 1.9M reactions from USPTO patents (1976-2016) Given the reactants Br[CH2:2][C:3]([O:5][C:6]([CH3:9])([CH3:8])[CH3:7])=[O:4].FC(F)(F)C(O)=O.[CH3:17][C:18]1[N:19]=[N:20][N:21]([CH2:23][C:24]2[CH:29]=[C:28]([C:30]([F:33])([F:32])[F:31])[CH:27]=[CH:26][C:25]=2/[CH:34]=[CH:35]/[C:36]([N:38]2[CH2:43][CH2:42][NH:41][CH2:40][C@H:39]2[CH3:44])=[O:37])[N:22]=1.C(=O)([O-])[O-].[K+].[K+].O, predict the reaction product. The product is: [CH3:44][C@H:39]1[N:38]([C:36](=[O:37])/[CH:35]=[CH:34]/[C:25]2[CH:26]=[CH:27][C:28]([C:30]([F:31])([F:32])[F:33])=[CH:29][C:24]=2[CH2:23][N:21]2[N:20]=[N:19][C:18]([CH3:17])=[N:22]2)[CH2:43][CH2:42][N:41]([CH2:2][C:3]([O:5][C:6]([CH3:9])([CH3:8])[CH3:7])=[O:4])[CH2:40]1.